This data is from Peptide-MHC class II binding affinity with 134,281 pairs from IEDB. The task is: Regression. Given a peptide amino acid sequence and an MHC pseudo amino acid sequence, predict their binding affinity value. This is MHC class II binding data. The peptide sequence is EGATPEAKYDAYVAT. The binding affinity (normalized) is 0.314. The MHC is DRB1_0901 with pseudo-sequence DRB1_0901.